Dataset: Peptide-MHC class I binding affinity with 185,985 pairs from IEDB/IMGT. Task: Regression. Given a peptide amino acid sequence and an MHC pseudo amino acid sequence, predict their binding affinity value. This is MHC class I binding data. The peptide sequence is SSDLKKLMH. The MHC is HLA-A01:01 with pseudo-sequence HLA-A01:01. The binding affinity (normalized) is 0.